Dataset: Full USPTO retrosynthesis dataset with 1.9M reactions from patents (1976-2016). Task: Predict the reactants needed to synthesize the given product. (1) Given the product [C:13]1([C@H:19]([O:21][C:9](=[O:10])[NH:8][C:3]2[CH:4]=[CH:5][CH:6]=[CH:7][C:2]=2[Br:1])[CH3:20])[CH:18]=[CH:17][CH:16]=[CH:15][CH:14]=1, predict the reactants needed to synthesize it. The reactants are: [Br:1][C:2]1[CH:7]=[CH:6][CH:5]=[CH:4][C:3]=1[NH2:8].[C:9](Cl)(Cl)=[O:10].[C:13]1([C@H:19]([OH:21])[CH3:20])[CH:18]=[CH:17][CH:16]=[CH:15][CH:14]=1. (2) Given the product [CH2:17]([O:24][C:25]1[CH:26]=[CH:27][C:28]([CH2:31][CH2:32][N:11]2[C:4]3=[N:3][C:2]([Cl:1])=[CH:7][C:6](=[O:8])[N:5]3[CH2:9][C@@:10]2([CH3:16])[C:12]([F:13])([F:14])[F:15])=[CH:29][CH:30]=1)[C:18]1[CH:19]=[CH:20][CH:21]=[CH:22][CH:23]=1, predict the reactants needed to synthesize it. The reactants are: [Cl:1][C:2]1[N:3]=[C:4]2[NH:11][C@:10]([CH3:16])([C:12]([F:15])([F:14])[F:13])[CH2:9][N:5]2[C:6](=[O:8])[CH:7]=1.[CH2:17]([O:24][C:25]1[CH:30]=[CH:29][C:28]([CH2:31][CH2:32]Br)=[CH:27][CH:26]=1)[C:18]1[CH:23]=[CH:22][CH:21]=[CH:20][CH:19]=1.C(=O)([O-])[O-].[Cs+].[Cs+]. (3) Given the product [ClH:46].[NH2:30][C@@H:26]1[CH2:27][CH2:28][CH2:29][N:24]([C:3]2[C:2]([Br:1])=[CH:7][N:6]=[C:5]3[NH:8][CH:9]=[C:10]([NH:11][C:12]([C:14]4[CH:23]=[N:22][C:21]5[C:16](=[CH:17][CH:18]=[CH:19][CH:20]=5)[N:15]=4)=[O:13])[C:4]=23)[CH2:25]1, predict the reactants needed to synthesize it. The reactants are: [Br:1][C:2]1[C:3]([N:24]2[CH2:29][CH2:28][CH2:27][C@@H:26]([NH:30]C(=O)OC(C)(C)C)[CH2:25]2)=[C:4]2[C:10]([NH:11][C:12]([C:14]3[CH:23]=[N:22][C:21]4[C:16](=[CH:17][CH:18]=[CH:19][CH:20]=4)[N:15]=3)=[O:13])=[CH:9][NH:8][C:5]2=[N:6][CH:7]=1.C(O)(C(F)(F)F)=O.C(Cl)[Cl:46].